This data is from Reaction yield outcomes from USPTO patents with 853,638 reactions. The task is: Predict the reaction yield, written as a fraction of the theoretical maximum amount of product (1.0 means a 100% yield; for example, 0.34 means a 34% yield). The reactants are Cl[C:2]1[C:11]2[CH:10]=[C:9]3[O:12][CH2:13][O:14][C:8]3=[CH:7][C:6]=2[N:5]=[CH:4][N:3]=1.[OH:15][C:16]1[CH:17]=[C:18]2[C:22](=[N:23][CH:24]=1)[NH:21][CH:20]=[CH:19]2.C(=O)([O-])[O-].[K+].[K+]. The catalyst is CC(N(C)C)=O. The product is [NH:21]1[C:22]2[C:18](=[CH:17][C:16]([O:15][C:2]3[C:11]4[C:6](=[CH:7][C:8]5[O:14][CH2:13][O:12][C:9]=5[CH:10]=4)[N:5]=[CH:4][N:3]=3)=[CH:24][N:23]=2)[CH:19]=[CH:20]1. The yield is 0.630.